From a dataset of Peptide-MHC class I binding affinity with 185,985 pairs from IEDB/IMGT. Regression. Given a peptide amino acid sequence and an MHC pseudo amino acid sequence, predict their binding affinity value. This is MHC class I binding data. (1) The peptide sequence is AFYWHFIFR. The MHC is HLA-B18:01 with pseudo-sequence HLA-B18:01. The binding affinity (normalized) is 0.0847. (2) The binding affinity (normalized) is 0.572. The MHC is Mamu-B52 with pseudo-sequence Mamu-B52. The peptide sequence is RQFPTGFEF. (3) The peptide sequence is KHDFIDNPL. The MHC is HLA-A02:03 with pseudo-sequence HLA-A02:03. The binding affinity (normalized) is 0.0847.